Predict the reactants needed to synthesize the given product. From a dataset of Full USPTO retrosynthesis dataset with 1.9M reactions from patents (1976-2016). (1) The reactants are: [NH2:1][C:2]1[C:7]([C:8]#[N:9])=[C:6]([CH:10]2[CH2:15][CH2:14][N:13]([C:16]([O:18][C:19]([CH3:22])([CH3:21])[CH3:20])=[O:17])[CH2:12][CH2:11]2)[C:5]([C:23]#[N:24])=[C:4]([SH:25])[N:3]=1.Cl[CH2:27][C:28]1[N:29]=[C:30]([NH:33][C:34]2[CH:39]=[CH:38][C:37]([F:40])=[CH:36][CH:35]=2)[S:31][CH:32]=1.C(=O)(O)[O-].[Na+]. Given the product [NH2:1][C:2]1[C:7]([C:8]#[N:9])=[C:6]([CH:10]2[CH2:15][CH2:14][N:13]([C:16]([O:18][C:19]([CH3:20])([CH3:21])[CH3:22])=[O:17])[CH2:12][CH2:11]2)[C:5]([C:23]#[N:24])=[C:4]([S:25][CH2:27][C:28]2[N:29]=[C:30]([NH:33][C:34]3[CH:39]=[CH:38][C:37]([F:40])=[CH:36][CH:35]=3)[S:31][CH:32]=2)[N:3]=1, predict the reactants needed to synthesize it. (2) The reactants are: C([O:3][C:4]([C@H:6]1[C@H:8]([C:9]2[CH:14]=[CH:13][CH:12]=[C:11]([O:15][CH3:16])[CH:10]=2)[C:7]1([CH3:18])[CH3:17])=[O:5])C.CCO.[OH-].[Na+]. Given the product [CH3:16][O:15][C:11]1[CH:10]=[C:9]([C@H:8]2[C@H:6]([C:4]([OH:5])=[O:3])[C:7]2([CH3:18])[CH3:17])[CH:14]=[CH:13][CH:12]=1, predict the reactants needed to synthesize it. (3) The reactants are: C([Si](C)(C)[O:6][C:7]1[CH:8]=[C:9]([CH:34]=[CH:35][C:36]=1[F:37])[C:10]([N:12]1[C:21]2[C:16](=[CH:17][CH:18]=[CH:19][CH:20]=2)[C@H:15]([N:22]([C:26]2[CH:31]=[CH:30][C:29]([Cl:32])=[CH:28][CH:27]=2)[C:23](=[O:25])[CH3:24])[CH2:14][C@@H:13]1[CH3:33])=[O:11])(C)(C)C.CCCC[N+](CCCC)(CCCC)CCCC.[F-]. Given the product [Cl:32][C:29]1[CH:28]=[CH:27][C:26]([N:22]([C@H:15]2[C:16]3[C:21](=[CH:20][CH:19]=[CH:18][CH:17]=3)[N:12]([C:10](=[O:11])[C:9]3[CH:34]=[CH:35][C:36]([F:37])=[C:7]([OH:6])[CH:8]=3)[C@@H:13]([CH3:33])[CH2:14]2)[C:23](=[O:25])[CH3:24])=[CH:31][CH:30]=1, predict the reactants needed to synthesize it. (4) Given the product [C:7]1([C:28]2[CH:33]=[CH:32][CH:31]=[CH:30][CH:29]=2)[CH:8]=[CH:9][C:10]([CH2:13][CH:14]2[C:23]3[C:18](=[CH:19][C:20]([O:26][CH3:27])=[C:21]([O:24][CH3:25])[CH:22]=3)[CH2:17][CH2:16][NH:15]2)=[CH:11][CH:12]=1, predict the reactants needed to synthesize it. The reactants are: C(O)(=O)C(O)=O.[C:7]1([C:28]2[CH:33]=[CH:32][CH:31]=[CH:30][CH:29]=2)[CH:12]=[CH:11][C:10]([CH2:13][CH:14]2[C:23]3[C:18](=[CH:19][C:20]([O:26][CH3:27])=[C:21]([O:24][CH3:25])[CH:22]=3)[CH2:17][CH2:16][NH:15]2)=[CH:9][CH:8]=1.[OH-].[Na+]. (5) Given the product [C:30]([O:29][C:27]([NH:26][CH2:25][C:21]1[CH:20]=[C:19]([NH:18][C:17]([CH2:16][O:15][C:13]2[C:12]3[C:7](=[CH:8][C:9]([Cl:36])=[CH:10][C:11]=3[Cl:35])[CH:6]=[C:5]([C:3]([OH:4])=[O:2])[CH:14]=2)=[O:34])[CH:24]=[CH:23][CH:22]=1)=[O:28])([CH3:33])([CH3:31])[CH3:32], predict the reactants needed to synthesize it. The reactants are: C[O:2][C:3]([C:5]1[CH:14]=[C:13]([O:15][CH2:16][C:17](=[O:34])[NH:18][C:19]2[CH:24]=[CH:23][CH:22]=[C:21]([CH2:25][NH:26][C:27]([O:29][C:30]([CH3:33])([CH3:32])[CH3:31])=[O:28])[CH:20]=2)[C:12]2[C:7](=[CH:8][C:9]([Cl:36])=[CH:10][C:11]=2[Cl:35])[CH:6]=1)=[O:4].[Li+].[OH-]. (6) Given the product [CH3:30][CH:29]([CH3:31])[C:28]([NH:27][C:23]1[CH:24]=[CH:25][CH:26]=[C:21]([CH:18]2[CH2:17][CH2:16][N:15]([CH2:14][CH2:13][CH2:12][NH:11][C:2]([NH:1][C:4]3[C:5]([CH3:10])=[CH:6][CH:7]=[CH:8][CH:9]=3)=[S:3])[CH2:20][CH2:19]2)[CH:22]=1)=[O:32], predict the reactants needed to synthesize it. The reactants are: [N:1]([C:4]1[CH:9]=[CH:8][CH:7]=[CH:6][C:5]=1[CH3:10])=[C:2]=[S:3].[NH2:11][CH2:12][CH2:13][CH2:14][N:15]1[CH2:20][CH2:19][CH:18]([C:21]2[CH:22]=[C:23]([NH:27][C:28](=[O:32])[CH:29]([CH3:31])[CH3:30])[CH:24]=[CH:25][CH:26]=2)[CH2:17][CH2:16]1.